From a dataset of Full USPTO retrosynthesis dataset with 1.9M reactions from patents (1976-2016). Predict the reactants needed to synthesize the given product. (1) The reactants are: [CH3:1][O:2][C:3](=[O:13])[C:4]1[C:5](=[CH:9][CH:10]=[CH:11][CH:12]=1)[C:6]([OH:8])=O.[CH:14]1([CH2:17][CH2:18][NH:19][C:20]([C:22]2[N:23]=[N:24][C:25]([N:28]3[CH2:33][CH2:32][NH:31][CH2:30][CH2:29]3)=[CH:26][CH:27]=2)=[O:21])[CH2:16][CH2:15]1. Given the product [CH3:1][O:2][C:3](=[O:13])[C:4]1[CH:12]=[CH:11][CH:10]=[CH:9][C:5]=1[C:6]([N:31]1[CH2:32][CH2:33][N:28]([C:25]2[N:24]=[N:23][C:22]([C:20](=[O:21])[NH:19][CH2:18][CH2:17][CH:14]3[CH2:16][CH2:15]3)=[CH:27][CH:26]=2)[CH2:29][CH2:30]1)=[O:8], predict the reactants needed to synthesize it. (2) The reactants are: Br[C:2]1[CH:3]=[C:4]2[C:8](=[C:9]([C:11]([NH2:13])=[O:12])[CH:10]=1)[NH:7][N:6]=[C:5]2[CH:14]1[CH2:19][CH2:18][N:17]([S:20]([CH2:23][CH3:24])(=[O:22])=[O:21])[CH2:16][CH2:15]1.[OH:25][CH2:26][C:27]1[CH:28]=[C:29](B(O)O)[CH:30]=[CH:31][CH:32]=1.C(=O)([O-])[O-].[Cs+].[Cs+]. Given the product [CH2:23]([S:20]([N:17]1[CH2:18][CH2:19][CH:14]([C:5]2[C:4]3[C:8](=[C:9]([C:11]([NH2:13])=[O:12])[CH:10]=[C:2]([C:31]4[CH:30]=[CH:29][CH:28]=[C:27]([CH2:26][OH:25])[CH:32]=4)[CH:3]=3)[NH:7][N:6]=2)[CH2:15][CH2:16]1)(=[O:22])=[O:21])[CH3:24], predict the reactants needed to synthesize it. (3) The reactants are: [C:1]([C@@H:3]1[CH2:5][C@@H:4]1[CH2:6][O:7][C:8]1[N:13]=[C:12]([N:14]2[CH2:19][CH2:18][CH:17]([C:20]3[C:28]4[C:23](=[N:24][CH:25]=[CH:26][CH:27]=4)[NH:22][CH:21]=3)[CH2:16][CH2:15]2)[N:11]=[C:10]([C:29](OC)=[O:30])[N:9]=1)#[N:2].[NH2:33][C@H:34]([CH3:37])[CH2:35][OH:36].CCOC(C)=O. Given the product [C:1]([C@@H:3]1[CH2:5][C@@H:4]1[CH2:6][O:7][C:8]1[N:13]=[C:12]([N:14]2[CH2:15][CH2:16][CH:17]([C:20]3[C:28]4[C:23](=[N:24][CH:25]=[CH:26][CH:27]=4)[NH:22][CH:21]=3)[CH2:18][CH2:19]2)[N:11]=[C:10]([C:29]([NH:33][C@H:34]([CH3:37])[CH2:35][OH:36])=[O:30])[N:9]=1)#[N:2], predict the reactants needed to synthesize it. (4) Given the product [O:42]1[CH2:43][CH2:44][N:39]([CH2:38][C:36]2[S:37][C:33]([C:2]3[CH:3]=[C:4]([C:22]([NH2:24])=[O:23])[C:5]4[NH:6][C:7]5[CH:8]=[C:9]([N:15]6[CH2:20][CH2:19][O:18][CH2:17][C:16]6=[O:21])[CH:10]=[CH:11][C:12]=5[C:13]=4[N:14]=3)=[CH:34][CH:35]=2)[CH2:40][CH2:41]1, predict the reactants needed to synthesize it. The reactants are: Br[C:2]1[CH:3]=[C:4]([C:22]([NH2:24])=[O:23])[C:5]2[NH:6][C:7]3[CH:8]=[C:9]([N:15]4[CH2:20][CH2:19][O:18][CH2:17][C:16]4=[O:21])[CH:10]=[CH:11][C:12]=3[C:13]=2[N:14]=1.CC1(C)C(C)(C)OB([C:33]2[S:37][C:36]([CH2:38][N:39]3[CH2:44][CH2:43][O:42][CH2:41][CH2:40]3)=[CH:35][CH:34]=2)O1.C([O-])([O-])=O.[Na+].[Na+].C(O)(C(F)(F)F)=O.N. (5) Given the product [F:22][C:21]1[CH:20]=[C:19]2[C:14]([CH2:15][CH2:16][C:17](=[O:24])[N:18]2[CH3:23])=[CH:13][C:12]=1[C:8]1[CH:7]=[C:6]([O:5][CH2:4][CH2:3][NH:2][C:31]([C:30]2[C:26]([CH3:25])=[N:27][O:28][C:29]=2[CH3:34])=[O:32])[CH:11]=[N:10][CH:9]=1, predict the reactants needed to synthesize it. The reactants are: Cl.[NH2:2][CH2:3][CH2:4][O:5][C:6]1[CH:7]=[C:8]([C:12]2[CH:13]=[C:14]3[C:19](=[CH:20][C:21]=2[F:22])[N:18]([CH3:23])[C:17](=[O:24])[CH2:16][CH2:15]3)[CH:9]=[N:10][CH:11]=1.[CH3:25][C:26]1[C:30]([C:31](O)=[O:32])=[C:29]([CH3:34])[O:28][N:27]=1. (6) Given the product [ClH:30].[Cl:30][C:27]1[CH:28]=[CH:29][C:24]2[N:23]([CH2:31][C:32]([CH3:34])([CH3:35])[CH3:33])[C:22](=[O:36])[C@@H:21]([CH2:37][C:38]([NH:57][CH2:56][C:55]3[CH:58]=[CH:59][CH:60]=[CH:61][C:54]=3[O:53][CH3:52])=[O:39])[O:20][C@H:19]([C:15]3[CH:16]=[CH:17][CH:18]=[C:13]([O:12][CH2:11][CH2:10][CH2:9][NH:8][CH2:43][CH2:44][CH2:45][C:46]4[CH:47]=[CH:48][CH:49]=[CH:50][CH:51]=4)[C:14]=3[O:41][CH3:42])[C:25]=2[CH:26]=1, predict the reactants needed to synthesize it. The reactants are: C(OC([N:8]([CH2:43][CH2:44][CH2:45][C:46]1[CH:51]=[CH:50][CH:49]=[CH:48][CH:47]=1)[CH2:9][CH2:10][CH2:11][O:12][C:13]1[C:14]([O:41][CH3:42])=[C:15]([C@@H:19]2[C:25]3[CH:26]=[C:27]([Cl:30])[CH:28]=[CH:29][C:24]=3[N:23]([CH2:31][C:32]([CH3:35])([CH3:34])[CH3:33])[C:22](=[O:36])[C@@H:21]([CH2:37][C:38](O)=[O:39])[O:20]2)[CH:16]=[CH:17][CH:18]=1)=O)(C)(C)C.[CH3:52][O:53][C:54]1[CH:61]=[CH:60][CH:59]=[CH:58][C:55]=1[CH2:56][NH2:57].